Predict the reactants needed to synthesize the given product. From a dataset of Full USPTO retrosynthesis dataset with 1.9M reactions from patents (1976-2016). (1) The reactants are: [F:1][C:2]1[CH:9]=[C:8](F)[C:7]([N+:11]([O-:13])=[O:12])=[CH:6][C:3]=1[C:4]#[N:5].[OH-].[NH4+:15]. Given the product [NH2:15][C:8]1[C:7]([N+:11]([O-:13])=[O:12])=[CH:6][C:3]([C:4]#[N:5])=[C:2]([F:1])[CH:9]=1, predict the reactants needed to synthesize it. (2) Given the product [NH2:11][CH2:12][C:13]1[N:17]([CH:18]2[CH2:23][CH2:22][N:21]([C:24]([O:26][C:27]([CH3:30])([CH3:28])[CH3:29])=[O:25])[CH2:20][CH2:19]2)[C:16]2[CH:31]=[CH:32][CH:33]=[CH:34][C:15]=2[N:14]=1, predict the reactants needed to synthesize it. The reactants are: C1(COC([NH:11][CH2:12][C:13]2[N:17]([CH:18]3[CH2:23][CH2:22][N:21]([C:24]([O:26][C:27]([CH3:30])([CH3:29])[CH3:28])=[O:25])[CH2:20][CH2:19]3)[C:16]3[CH:31]=[CH:32][CH:33]=[CH:34][C:15]=3[N:14]=2)=O)C=CC=CC=1. (3) Given the product [C:1]1([C:7]2[CH:12]=[C:11]([CH:13]3[CH2:18][NH:17][S:16](=[O:19])(=[O:20])[NH:15][CH2:14]3)[CH:10]=[CH:9][C:8]=2[NH:21][C:22]([C:24]2[NH:25][CH:26]=[C:27]([C:29]#[N:30])[N:28]=2)=[O:23])[CH2:6][CH2:5][CH2:4][CH2:3][CH:2]=1, predict the reactants needed to synthesize it. The reactants are: [C:1]1([C:7]2[CH:12]=[C:11]([CH:13]3[CH2:18][NH:17][S:16](=[O:20])(=[O:19])[NH:15][CH2:14]3)[CH:10]=[CH:9][C:8]=2[NH:21][C:22]([C:24]2[N:25](COCC[Si](C)(C)C)[CH:26]=[C:27]([C:29]#[N:30])[N:28]=2)=[O:23])[CH2:6][CH2:5][CH2:4][CH2:3][CH:2]=1.C(N)CN.[F-].C([N+](CCCC)(CCCC)CCCC)CCC. (4) Given the product [ClH:64].[CH3:35][O:34][C:15]1[CH:16]=[C:17]2[C:22](=[CH:23][C:14]=1[O:13][CH2:42][CH2:41][CH2:40][S:37]([CH3:36])(=[O:39])=[O:38])[N:21]=[CH:20][N:19]=[C:18]2[NH:24][C:25]1[CH:30]=[CH:29][CH:28]=[C:27]2[O:31][CH2:32][O:33][C:26]=12, predict the reactants needed to synthesize it. The reactants are: N(C(OCC)=O)=NC(OCC)=O.[OH:13][C:14]1[CH:23]=[C:22]2[C:17]([C:18]([NH:24][C:25]3[CH:30]=[CH:29][CH:28]=[C:27]4[O:31][CH2:32][O:33][C:26]=34)=[N:19][CH:20]=[N:21]2)=[CH:16][C:15]=1[O:34][CH3:35].[CH3:36][S:37]([CH2:40][CH2:41][CH2:42]O)(=[O:39])=[O:38].C1(P(C2C=CC=CC=2)C2C=CC=CC=2)C=CC=CC=1.C(Cl)[Cl:64]. (5) Given the product [CH:1]1[C:9]2[C:8]3[CH:10]=[CH:11][CH:12]=[CH:13][C:7]=3[Se:6][C:5]=2[C:4]([B:19]([OH:22])[OH:20])=[CH:3][CH:2]=1, predict the reactants needed to synthesize it. The reactants are: [CH:1]1[C:9]2[C:8]3[CH:10]=[CH:11][CH:12]=[CH:13][C:7]=3[Se:6][C:5]=2[CH:4]=[CH:3][CH:2]=1.[Li]CCCC.[B:19](OC)([O:22]C)[O:20]C.Cl. (6) Given the product [CH3:1][O:2][C:3]1[CH:4]=[C:5]2[C:9](=[CH:10][C:11]=1[NH:12][S:13]([CH3:16])(=[O:15])=[O:14])[NH:8][C:7]([C:17]([OH:19])=[O:18])=[CH:6]2, predict the reactants needed to synthesize it. The reactants are: [CH3:1][O:2][C:3]1[CH:4]=[C:5]2[C:9](=[CH:10][C:11]=1[NH:12][S:13]([CH3:16])(=[O:15])=[O:14])[NH:8][C:7]([C:17]([O:19]CC)=[O:18])=[CH:6]2.O[Li].O.Cl. (7) Given the product [O:1]=[C:2]1[N:7]([CH2:8][C:9]([NH:38][C@H:36]([C:30]2[CH:35]=[CH:34][CH:33]=[CH:32][CH:31]=2)[CH3:37])=[O:11])[N:6]=[N:5][C:4]2[CH:12]=[CH:13][CH:14]=[CH:15][C:3]1=2, predict the reactants needed to synthesize it. The reactants are: [O:1]=[C:2]1[N:7]([CH2:8][C:9]([OH:11])=O)[N:6]=[N:5][C:4]2[CH:12]=[CH:13][CH:14]=[CH:15][C:3]1=2.C1C=CC2N(O)N=NC=2C=1.C(Cl)CCl.[C:30]1([C@@H:36]([NH2:38])[CH3:37])[CH:35]=[CH:34][CH:33]=[CH:32][CH:31]=1.CCN(C(C)C)C(C)C.